Dataset: Full USPTO retrosynthesis dataset with 1.9M reactions from patents (1976-2016). Task: Predict the reactants needed to synthesize the given product. (1) The reactants are: C(OC([N:8]1[CH2:13][CH2:12][CH:11]([CH2:14][C:15]2[CH:20]=[CH:19][C:18]([NH:21][C:22]([NH:24][C:25]3[N:26]([C:34]4[CH:39]=[CH:38][C:37]([CH3:40])=[CH:36][CH:35]=4)[N:27]=[C:28]([C:30]([CH3:33])([CH3:32])[CH3:31])[CH:29]=3)=[O:23])=[CH:17][CH:16]=2)[CH2:10][CH2:9]1)=O)(C)(C)C.C(Cl)[Cl:42]. Given the product [ClH:42].[C:30]([C:28]1[CH:29]=[C:25]([NH:24][C:22]([NH:21][C:18]2[CH:17]=[CH:16][C:15]([CH2:14][CH:11]3[CH2:10][CH2:9][NH:8][CH2:13][CH2:12]3)=[CH:20][CH:19]=2)=[O:23])[N:26]([C:34]2[CH:39]=[CH:38][C:37]([CH3:40])=[CH:36][CH:35]=2)[N:27]=1)([CH3:33])([CH3:31])[CH3:32], predict the reactants needed to synthesize it. (2) Given the product [F:23][C:2]([F:1])([F:22])[C:3]([N:5]1[CH2:15][CH:14]2[CH2:16][CH2:17][CH:7]([C:8]3[CH:9]=[C:10]([NH2:19])[C:11]([OH:18])=[CH:12][C:13]=32)[CH2:6]1)=[O:4], predict the reactants needed to synthesize it. The reactants are: [F:1][C:2]([F:23])([F:22])[C:3]([N:5]1[CH2:15][CH:14]2[CH2:16][CH2:17][CH:7]([C:8]3[CH:9]=[C:10]([N+:19]([O-])=O)[C:11]([OH:18])=[CH:12][C:13]=32)[CH2:6]1)=[O:4]. (3) Given the product [CH3:5][O:6][C:7]1[CH:8]=[C:9]([CH:18]=[C:19]([O:21][CH3:22])[CH:20]=1)[CH2:10][CH2:11][C:12]1[CH:16]=[C:15]([NH:17][C:35](=[O:36])[C:34]2[CH:33]=[CH:32][C:31]([N:26]3[CH2:27][CH2:28][N:29]([CH3:30])[C@H:24]([CH3:23])[CH2:25]3)=[CH:40][CH:39]=2)[NH:14][N:13]=1, predict the reactants needed to synthesize it. The reactants are: C[Al](C)C.[CH3:5][O:6][C:7]1[CH:8]=[C:9]([CH:18]=[C:19]([O:21][CH3:22])[CH:20]=1)[CH2:10][CH2:11][C:12]1[CH:16]=[C:15]([NH2:17])[NH:14][N:13]=1.[CH3:23][C@H:24]1[N:29]([CH3:30])[CH2:28][CH2:27][N:26]([C:31]2[CH:40]=[CH:39][C:34]([C:35](OC)=[O:36])=[CH:33][CH:32]=2)[CH2:25]1.Cl. (4) Given the product [CH2:18]([O:20][CH:21]([O:1][C:2]12[CH2:15][CH:14]([CH3:16])[CH2:13][C:12](=[O:17])[CH:11]1[CH2:10][CH2:9][CH2:8][CH2:7][CH2:6][CH2:5][CH2:4][CH2:3]2)[CH3:22])[CH3:19], predict the reactants needed to synthesize it. The reactants are: [OH:1][C:2]12[CH2:15][CH:14]([CH3:16])[CH2:13][C:12](=[O:17])[CH:11]1[CH2:10][CH2:9][CH2:8][CH2:7][CH2:6][CH2:5][CH2:4][CH2:3]2.[CH:18]([O:20][CH2:21][CH3:22])=[CH2:19].C1(C)C=CC(S([O-])(=O)=O)=CC=1.[NH+]1C=CC=CC=1. (5) Given the product [CH3:1][C:2]1[S:6][C:5]([C:7]2[CH:12]=[CH:11][CH:10]=[CH:9][C:8]=2[NH2:13])=[N:4][CH:3]=1, predict the reactants needed to synthesize it. The reactants are: [CH3:1][C:2]1[S:6][C:5]([C:7]2[CH:12]=[CH:11][CH:10]=[CH:9][C:8]=2[N+:13]([O-])=O)=[N:4][CH:3]=1.[Cl-].[NH4+].C(O)(C)C. (6) Given the product [CH3:1][O:2][CH2:3][O:4][C:5]1[C:14]2[C:13]([CH3:16])([CH3:15])[CH2:12][CH2:11][C:10]([CH3:18])([CH3:17])[C:9]=2[CH:8]=[CH:7][C:6]=1[C:32]1[CH:31]=[C:25]([CH:26]=[CH:27][C:28]([OH:30])=[O:29])[CH:24]=[CH:23][CH:33]=1, predict the reactants needed to synthesize it. The reactants are: [CH3:1][O:2][CH2:3][O:4][C:5]1[C:14]2[C:13]([CH3:16])([CH3:15])[CH2:12][CH2:11][C:10]([CH3:18])([CH3:17])[C:9]=2[CH:8]=[CH:7][C:6]=1B(O)O.Br[C:23]1[CH:24]=[C:25]([CH:31]=[CH:32][CH:33]=1)[CH:26]=[CH:27][C:28]([OH:30])=[O:29]. (7) Given the product [F:1][C:2]1[CH:9]=[CH:8][CH:7]=[C:6]([F:10])[C:3]=1[CH:4]1[CH:17]([C:16]([NH:33][C:32]2[CH:34]=[CH:35][CH:36]=[C:30]([O:29][CH3:28])[CH:31]=2)=[O:27])[C:18]2[C:19](=[CH:23][CH:24]=[CH:25][CH:26]=2)[C:20](=[O:22])[N:15]1[CH2:14][CH2:13][O:12][CH3:11], predict the reactants needed to synthesize it. The reactants are: [F:1][C:2]1[CH:9]=[CH:8][CH:7]=[C:6]([F:10])[C:3]=1[CH:4]=O.[CH3:11][O:12][CH2:13][CH2:14][NH2:15].[C:16]1(=[O:27])[O:22][C:20](=O)[C:19]2=[CH:23][CH:24]=[CH:25][CH:26]=[C:18]2[CH2:17]1.[CH3:28][O:29][C:30]1[CH:31]=[C:32]([CH:34]=[CH:35][CH:36]=1)[NH2:33].